Dataset: Catalyst prediction with 721,799 reactions and 888 catalyst types from USPTO. Task: Predict which catalyst facilitates the given reaction. (1) Reactant: [F:1][C:2]([F:33])([F:32])[C:3]1[CH:27]=[C:26]([C:28]([F:31])([F:30])[F:29])[CH:25]=[CH:24][C:4]=1[CH2:5][N:6]1[CH2:11][CH2:10][CH:9](/[CH:12]=[C:13]2/[C:14]([NH:19][CH:20]([CH3:23])[C:21]#[CH:22])=[N:15][C:16](=[O:18])[S:17]/2)[CH2:8][CH2:7]1.[ClH:34].C(OCC)(=O)C. Product: [ClH:34].[F:33][C:2]([F:1])([F:32])[C:3]1[CH:27]=[C:26]([C:28]([F:30])([F:31])[F:29])[CH:25]=[CH:24][C:4]=1[CH2:5][N:6]1[CH2:7][CH2:8][CH:9](/[CH:12]=[C:13]2/[C:14]([NH:19][CH:20]([CH3:23])[C:21]#[CH:22])=[N:15][C:16](=[O:18])[S:17]/2)[CH2:10][CH2:11]1. The catalyst class is: 13. (2) Reactant: [CH2:1]([CH:5]([C:11]([O-])=O)[C:6]([O:8]CC)=[O:7])[CH:2]([CH3:4])[CH3:3].C=O.C([O-])([O-])=O.[K+].[K+].[Li+].[OH-]. Product: [CH3:3][CH:2]([CH3:4])[CH2:1][C:5](=[CH2:11])[C:6]([OH:8])=[O:7]. The catalyst class is: 192.